This data is from Catalyst prediction with 721,799 reactions and 888 catalyst types from USPTO. The task is: Predict which catalyst facilitates the given reaction. (1) Reactant: CC1(C)O[C@@H](COS([C:12]2[CH:17]=[CH:16][C:15]([CH3:18])=[CH:14][CH:13]=2)(=O)=O)CO1.[C:20]1([S:26]([C:29]2[CH:34]=[CH:33][C:32]([OH:35])=[C:31]([Br:36])[CH:30]=2)(=[O:28])=[O:27])[CH:25]=[CH:24][CH:23]=[CH:22][CH:21]=1.C(=O)([O-])[O-:38].[K+].[K+]. Product: [C:20]1([S:26]([C:29]2[CH:34]=[CH:33][C:32]([O:35][CH2:13][C@@H:12]3[CH2:17][CH2:16][C:15]([CH3:18])([CH3:14])[O:38]3)=[C:31]([Br:36])[CH:30]=2)(=[O:27])=[O:28])[CH:21]=[CH:22][CH:23]=[CH:24][CH:25]=1. The catalyst class is: 115. (2) Reactant: O[CH2:2][C:3]1[CH:24]=[CH:23][C:6]([O:7][CH2:8][C:9]2[N:10]=[C:11]([C:15]3[CH:16]=[C:17]([CH:20]=[CH:21][CH:22]=3)[C:18]#[N:19])[O:12][C:13]=2[CH3:14])=[C:5]([O:25][CH3:26])[CH:4]=1.S(Cl)([Cl:29])=O. Product: [Cl:29][CH2:2][C:3]1[CH:24]=[CH:23][C:6]([O:7][CH2:8][C:9]2[N:10]=[C:11]([C:15]3[CH:16]=[C:17]([CH:20]=[CH:21][CH:22]=3)[C:18]#[N:19])[O:12][C:13]=2[CH3:14])=[C:5]([O:25][CH3:26])[CH:4]=1. The catalyst class is: 11. (3) Reactant: C(=O)([O-])[O-].[Na+].[Na+].[OH:7][C:8]1[CH:21]=[C:20]([OH:22])[CH:19]=[CH:18][C:9]=1[C:10]([C:12]1[CH:17]=[CH:16][CH:15]=[CH:14][CH:13]=1)=[O:11].[C:23](OC=C)(=O)[CH2:24]C.C1(C(C2C=CC(OC=C)=CC=2O)=O)C=CC=CC=1. Product: [C:12]1([C:10]([C:9]2[CH:18]=[CH:19][C:20]([OH:22])=[CH:21][C:8]=2[O:7][CH:23]=[CH2:24])=[O:11])[CH:17]=[CH:16][CH:15]=[CH:14][CH:13]=1. The catalyst class is: 11. (4) Reactant: [Cl:1][C:2]1[CH:7]=[CH:6][CH:5]=[C:4]([Cl:8])[C:3]=1[N:9]1[CH:20]=[C:19]([CH:21]=O)[C:12]2[N:13]=[C:14]([S:17][CH3:18])[N:15]=[CH:16][C:11]=2[C:10]1=[O:23].[NH2:24][C:25]1[CH:30]=[CH:29][CH:28]=[CH:27][C:26]=1[SH:31]. Product: [S:31]1[C:26]2[CH:27]=[CH:28][CH:29]=[CH:30][C:25]=2[N:24]=[C:21]1[C:19]1[C:12]2[N:13]=[C:14]([S:17][CH3:18])[N:15]=[CH:16][C:11]=2[C:10](=[O:23])[N:9]([C:3]2[C:2]([Cl:1])=[CH:7][CH:6]=[CH:5][C:4]=2[Cl:8])[CH:20]=1. The catalyst class is: 26. (5) Reactant: [CH3:1][O:2][C:3]1[CH:10]=[CH:9][CH:8]=[C:7]([O:11][CH3:12])[C:4]=1[CH:5]=[O:6].[Br:13]Br. Product: [Br:13][C:10]1[C:3]([O:2][CH3:1])=[C:4]([C:7]([O:11][CH3:12])=[CH:8][CH:9]=1)[CH:5]=[O:6]. The catalyst class is: 2. (6) Reactant: [Mg].Br[C:3]1[CH:8]=[CH:7][C:6]([O:9][CH3:10])=[C:5]([CH3:11])[CH:4]=1.BrBr.[CH3:14][C:15]([C:17]1[CH:22]=[CH:21][CH:20]=[C:19]([Br:23])[CH:18]=1)=O. Product: [Br:23][C:19]1[CH:18]=[C:17]([C:15]([C:3]2[CH:8]=[CH:7][C:6]([O:9][CH3:10])=[C:5]([CH3:11])[CH:4]=2)=[CH2:14])[CH:22]=[CH:21][CH:20]=1. The catalyst class is: 7.